This data is from Catalyst prediction with 721,799 reactions and 888 catalyst types from USPTO. The task is: Predict which catalyst facilitates the given reaction. (1) Reactant: [CH2:1]([NH:8][C:9]1[CH:16]=[CH:15][C:12]([O:13][CH3:14])=[CH:11][CH:10]=1)[C:2]1[CH:7]=[CH:6][CH:5]=[CH:4][CH:3]=1.[Br-].[Li+].C([O-])(O)=O.[Na+].Cl[CH2:25][C:26](=[O:28])[CH3:27]. Product: [CH2:1]([N:8]([CH2:25][C:26](=[O:28])[CH3:27])[C:9]1[CH:10]=[CH:11][C:12]([O:13][CH3:14])=[CH:15][CH:16]=1)[C:2]1[CH:3]=[CH:4][CH:5]=[CH:6][CH:7]=1. The catalyst class is: 40. (2) Reactant: O[CH:2]=[C:3]1[C:11]2[C:6](=[CH:7][C:8]([C:12]([C:14]3[CH:15]=[C:16]([NH:20][C:21]([C:23]4[N:24]([CH3:29])[N:25]=[C:26]([CH3:28])[CH:27]=4)=[O:22])[CH:17]=[CH:18][CH:19]=3)=[O:13])=[CH:9][CH:10]=2)[NH:5][C:4]1=[O:30].[CH3:31][N:32]([CH3:42])[CH2:33][CH2:34][C:35]1[CH:40]=[CH:39][C:38]([NH2:41])=[CH:37][CH:36]=1. Product: [CH3:42][N:32]([CH3:31])[CH2:33][CH2:34][C:35]1[CH:40]=[CH:39][C:38]([NH:41][CH:2]=[C:3]2[C:11]3[C:6](=[CH:7][C:8]([C:12]([C:14]4[CH:15]=[C:16]([NH:20][C:21]([C:23]5[N:24]([CH3:29])[N:25]=[C:26]([CH3:28])[CH:27]=5)=[O:22])[CH:17]=[CH:18][CH:19]=4)=[O:13])=[CH:9][CH:10]=3)[NH:5][C:4]2=[O:30])=[CH:37][CH:36]=1. The catalyst class is: 1. (3) Reactant: Cl[C:2]1[CH:7]=[C:6]([Cl:8])[N:5]2[N:9]=[CH:10][CH:11]=[C:4]2[N:3]=1.[Br-].[C:13]([C:15]1[CH:16]=[C:17]([CH:20]=[CH:21][CH:22]=1)[CH2:18][Zn+])#[N:14].[NH4+].[Cl-]. Product: [Cl:8][C:6]1[N:5]2[N:9]=[CH:10][CH:11]=[C:4]2[N:3]=[C:2]([CH2:18][C:17]2[CH:16]=[C:15]([CH:22]=[CH:21][CH:20]=2)[C:13]#[N:14])[CH:7]=1. The catalyst class is: 455. (4) Reactant: [Cl-].[CH3:2][O:3][CH2:4][P+](C1C=CC=CC=1)(C1C=CC=CC=1)C1C=CC=CC=1.CC(C)([O-])C.[K+].[CH2:30]([O:37][C:38](=[O:49])[N:39]([C@H:41]1[CH2:46][CH2:45][C@H:44]([CH:47]=O)[CH2:43][CH2:42]1)[CH3:40])[C:31]1[CH:36]=[CH:35][CH:34]=[CH:33][CH:32]=1. Product: [CH2:30]([O:37][C:38](=[O:49])[N:39]([CH:41]1[CH2:46][CH2:45][CH:44]([CH:47]=[CH:2][O:3][CH3:4])[CH2:43][CH2:42]1)[CH3:40])[C:31]1[CH:36]=[CH:35][CH:34]=[CH:33][CH:32]=1. The catalyst class is: 1. (5) Reactant: CC(C)=[O:3].OS(O)(=O)=O.O=[Cr](=O)=O.[OH:14][CH2:15][C@H:16]1[C@@H:18]([CH2:19][C:20]([O:22][CH3:23])=[O:21])[C:17]1([CH3:25])[CH3:24]. Product: [CH3:23][O:22][C:20](=[O:21])[CH2:19][C@@H:18]1[C@H:16]([C:15]([OH:3])=[O:14])[C:17]1([CH3:25])[CH3:24]. The catalyst class is: 21.